From a dataset of Catalyst prediction with 721,799 reactions and 888 catalyst types from USPTO. Predict which catalyst facilitates the given reaction. (1) Reactant: [NH2:1][C:2]1[S:6][C:5]2[CH:7]=[CH:8][CH:9]=[CH:10][C:4]=2[C:3]=1[C:11]([O:13][CH2:14][CH3:15])=[O:12].F[C:17]1[CH:22]=[CH:21][CH:20]=[CH:19][C:18]=1[N+:23]([O-:25])=[O:24].C(=O)([O-])[O-].[K+].[K+]. Product: [N+:23]([C:18]1[CH:19]=[CH:20][CH:21]=[CH:22][C:17]=1[NH:1][C:2]1[S:6][C:5]2[CH:7]=[CH:8][CH:9]=[CH:10][C:4]=2[C:3]=1[C:11]([O:13][CH2:14][CH3:15])=[O:12])([O-:25])=[O:24]. The catalyst class is: 9. (2) Reactant: [CH3:1][C:2]1[C:6]([C:7]2[CH:8]=[C:9](B3OC(C)(C)C(C)(C)O3)[C:10]3[NH:14][C:13](=[O:15])[NH:12][C:11]=3[CH:16]=2)=[C:5]([CH3:26])[O:4][N:3]=1.Br[C:28]1[N:32]([CH3:33])[N:31]=[CH:30][C:29]=1[C:34]#[N:35].C(Cl)Cl.C1CCN2C(=NCCC2)CC1.CS(C)=[O:52].O. Product: [CH3:1][C:2]1[C:6]([C:7]2[CH:8]=[C:9]([C:28]3[N:32]([CH3:33])[N:31]=[CH:30][C:29]=3[C:34]([NH2:35])=[O:52])[C:10]3[NH:14][C:13](=[O:15])[NH:12][C:11]=3[CH:16]=2)=[C:5]([CH3:26])[O:4][N:3]=1. The catalyst class is: 140. (3) Reactant: [F:1][C:2]([F:25])([F:24])[C:3]1[N:4]=[CH:5][C:6]([NH:9][C@@H:10]2[CH2:15][C@@H:14]3[N:16](C(OC(C)(C)C)=O)[C@H:11]2[CH2:12][CH2:13]3)=[N:7][CH:8]=1.[ClH:26]. Product: [ClH:26].[F:25][C:2]([F:1])([F:24])[C:3]1[N:4]=[CH:5][C:6]([NH:9][C@@H:10]2[CH2:15][C@@H:14]3[NH:16][C@H:11]2[CH2:12][CH2:13]3)=[N:7][CH:8]=1. The catalyst class is: 135.